Dataset: Forward reaction prediction with 1.9M reactions from USPTO patents (1976-2016). Task: Predict the product of the given reaction. Given the reactants [F:1][C:2]1[CH:22]=[CH:21][C:5]([CH2:6][CH:7]2[CH2:16][C:15]3[C:10](=[CH:11][CH:12]=[CH:13][CH:14]=3)[CH2:9][N:8]2[CH2:17][CH2:18][CH2:19][NH2:20])=[CH:4][CH:3]=1.[CH2:23]([N:31]=[C:32]=[O:33])[CH2:24][C:25]1[CH:30]=[CH:29][CH:28]=[CH:27][CH:26]=1, predict the reaction product. The product is: [F:1][C:2]1[CH:22]=[CH:21][C:5]([CH2:6][CH:7]2[CH2:16][C:15]3[C:10](=[CH:11][CH:12]=[CH:13][CH:14]=3)[CH2:9][N:8]2[CH2:17][CH2:18][CH2:19][NH:20][C:32]([NH:31][CH2:23][CH2:24][C:25]2[CH:30]=[CH:29][CH:28]=[CH:27][CH:26]=2)=[O:33])=[CH:4][CH:3]=1.